This data is from Catalyst prediction with 721,799 reactions and 888 catalyst types from USPTO. The task is: Predict which catalyst facilitates the given reaction. (1) Reactant: [OH:1][CH2:2][C:3]#[C:4][C:5]1[S:6][CH:7]=[CH:8][C:9]=1[CH2:10][CH2:11][C:12]#[N:13]. Product: [OH:1][CH2:2][CH2:3][CH2:4][C:5]1[S:6][CH:7]=[CH:8][C:9]=1[CH2:10][CH2:11][C:12]#[N:13]. The catalyst class is: 19. (2) Reactant: [OH-:1].[Na+].C([O:7][C:8]([CH2:10][N:11]1[CH2:16][CH2:15][CH2:14][N:13]([CH:17]2[CH2:22][CH2:21][N:20]([C:23]([O:25][CH2:26][C:27]3[CH:32]=[CH:31][CH:30]=[CH:29][CH:28]=3)=[O:24])[CH2:19][CH2:18]2)[C:12]1=[O:33])=[O:9])(C)(C)C. Product: [C:26]([O:25][C:23]([N:20]1[CH2:21][CH2:22][CH:17]([N:13]2[CH2:14][CH2:15][CH2:16][N:11]([CH2:10][C:8]([OH:7])=[O:9])[C:12]2=[O:33])[CH2:18][CH2:19]1)=[O:24])(=[O:1])[C:27]1[CH:32]=[CH:31][CH:30]=[CH:29][CH:28]=1. The catalyst class is: 8. (3) Reactant: [O:1]=[C:2]1[N:8]([CH:9]2[CH2:14][CH2:13][N:12]([C:15]([O:17][C@@H:18]([C:29](O)=[O:30])[CH2:19][C:20]3[CH:25]=[C:24]([Br:26])[C:23]([OH:27])=[C:22]([Br:28])[CH:21]=3)=[O:16])[CH2:11][CH2:10]2)[CH2:7][CH2:6][C:5]2[CH:32]=[CH:33][CH:34]=[CH:35][C:4]=2[NH:3]1.CN(C(ON1N=NC2C=CC=CC1=2)=[N+](C)C)C.[B-](F)(F)(F)F.C(N(C(C)C)C(C)C)C.[CH3:67][S:68]([N:71]1[CH2:76][CH2:75][CH:74]([CH:77]2[CH2:82][CH2:81][NH:80][CH2:79][CH2:78]2)[CH2:73][CH2:72]1)(=[O:70])=[O:69]. Product: [O:1]=[C:2]1[N:8]([CH:9]2[CH2:10][CH2:11][N:12]([C:15]([O:17][C@H:18]([CH2:19][C:20]3[CH:21]=[C:22]([Br:28])[C:23]([OH:27])=[C:24]([Br:26])[CH:25]=3)[C:29]([N:80]3[CH2:79][CH2:78][CH:77]([CH:74]4[CH2:73][CH2:72][N:71]([S:68]([CH3:67])(=[O:70])=[O:69])[CH2:76][CH2:75]4)[CH2:82][CH2:81]3)=[O:30])=[O:16])[CH2:13][CH2:14]2)[CH2:7][CH2:6][C:5]2[CH:32]=[CH:33][CH:34]=[CH:35][C:4]=2[NH:3]1. The catalyst class is: 49. (4) Reactant: [C:1]([CH2:3][C:4]1[CH:5]=[CH:6][C:7]([O:29][CH3:30])=[C:8]([C:10]2[CH:15]=[CH:14][C:13]([C:16]([F:19])([F:18])[F:17])=[CH:12][C:11]=2[CH2:20][N:21]([CH2:27][CH3:28])[C:22]([CH:24]2[CH2:26][CH2:25]2)=[O:23])[CH:9]=1)#[N:2].C(=O)([O-])[O-:32].[K+].[K+].OO. Product: [C:1]([CH2:3][C:4]1[CH:5]=[CH:6][C:7]([O:29][CH3:30])=[C:8]([C:10]2[CH:15]=[CH:14][C:13]([C:16]([F:18])([F:19])[F:17])=[CH:12][C:11]=2[CH2:20][N:21]([CH2:27][CH3:28])[C:22]([CH:24]2[CH2:25][CH2:26]2)=[O:23])[CH:9]=1)(=[O:32])[NH2:2]. The catalyst class is: 16. (5) Reactant: [Br:1][CH2:2][CH2:3][CH2:4][CH2:5][CH2:6][OH:7].N1C=CN=C1.[C:13]([Si:17]([CH3:20])([CH3:19])Cl)([CH3:16])([CH3:15])[CH3:14].O. Product: [Br:1][CH2:2][CH2:3][CH2:4][CH2:5][CH2:6][O:7][Si:17]([C:13]([CH3:16])([CH3:15])[CH3:14])([CH3:20])[CH3:19]. The catalyst class is: 305.